From a dataset of Forward reaction prediction with 1.9M reactions from USPTO patents (1976-2016). Predict the product of the given reaction. (1) Given the reactants C(=O)([O-])[O-].[K+].[K+].[Cl:7][C:8]1[CH:13]=[CH:12][C:11]([CH2:14]Cl)=[CH:10][N:9]=1.[CH2:16]([O:20][C:21]1[N:29]=[C:28]2[C:24]([NH:25][CH:26]=[N:27]2)=[C:23]([NH2:30])[N:22]=1)[CH2:17][CH2:18][CH3:19], predict the reaction product. The product is: [CH2:16]([O:20][C:21]1[N:29]=[C:28]2[C:24]([N:25]=[CH:26][N:27]2[CH2:14][C:11]2[CH:10]=[N:9][C:8]([Cl:7])=[CH:13][CH:12]=2)=[C:23]([NH2:30])[N:22]=1)[CH2:17][CH2:18][CH3:19]. (2) The product is: [O:1]1[C@H:7]([CH:8]2[CH2:13][CH2:12][CH2:11][CH2:10][CH2:9]2)[C@H:2]1[C:3]([O:5][CH3:6])=[O:4]. Given the reactants [O:1]1[CH:7]([CH:8]2[CH2:13][CH2:12][CH2:11][CH2:10][CH2:9]2)[CH:2]1[C:3]([O:5][CH3:6])=[O:4], predict the reaction product. (3) Given the reactants [CH3:1][C:2]1([CH3:21])[C:8]2[CH:9]=[CH:10][C:11]([N+:13]([O-])=O)=[CH:12][C:7]=2[NH:6][C:5](=[O:16])[CH:4]([NH:17][C:18](=[O:20])[CH3:19])[CH2:3]1.Cl[C:23]1[N:28]=[C:27]([NH:29][C:30]2[C:41]([F:42])=[CH:40][CH:39]=[CH:38][C:31]=2[C:32]([NH:34][CH2:35][C:36]#[CH:37])=[O:33])[C:26]([Cl:43])=[CH:25][N:24]=1, predict the reaction product. The product is: [C:18]([NH:17][CH:4]1[CH2:3][C:2]([CH3:21])([CH3:1])[C:8]2[CH:9]=[CH:10][C:11]([NH:13][C:23]3[N:28]=[C:27]([NH:29][C:30]4[C:41]([F:42])=[CH:40][CH:39]=[CH:38][C:31]=4[C:32]([NH:34][CH2:35][C:36]#[CH:37])=[O:33])[C:26]([Cl:43])=[CH:25][N:24]=3)=[CH:12][C:7]=2[NH:6][C:5]1=[O:16])(=[O:20])[CH3:19]. (4) Given the reactants Br[C:2]1[CH:7]=[CH:6][C:5]([Br:8])=[CH:4][N:3]=1.[Cl:9][C:10]1[C:15]([F:16])=[CH:14][CH:13]=[C:12]([F:17])[C:11]=1[C:18]1[CH:22]=[C:21]([CH2:23][OH:24])[O:20][N:19]=1.CC([O-])(C)C.[Na+], predict the reaction product. The product is: [Br:8][C:5]1[CH:6]=[CH:7][C:2]([O:24][CH2:23][C:21]2[O:20][N:19]=[C:18]([C:11]3[C:12]([F:17])=[CH:13][CH:14]=[C:15]([F:16])[C:10]=3[Cl:9])[CH:22]=2)=[N:3][CH:4]=1. (5) Given the reactants [Cl:1][C:2]1[CH:9]=[CH:8][C:5]([C:6]#[N:7])=[C:4]([O:10][C:11]2[CH:16]=[CH:15][CH:14]=[C:13]([CH:17]=O)[C:12]=2[O:19][CH2:20][C:21]([F:24])([F:23])[F:22])[CH:3]=1.CN.[C:27]([BH3-])#[N:28].[Na+].[C:31]([OH:38])(=[O:37])/[CH:32]=[CH:33]/[C:34]([OH:36])=[O:35], predict the reaction product. The product is: [C:31]([OH:38])(=[O:37])/[CH:32]=[CH:33]/[C:34]([OH:36])=[O:35].[Cl:1][C:2]1[CH:9]=[CH:8][C:5]([C:6]#[N:7])=[C:4]([O:10][C:11]2[CH:16]=[CH:15][CH:14]=[C:13]([CH2:17][NH:28][CH3:27])[C:12]=2[O:19][CH2:20][C:21]([F:24])([F:23])[F:22])[CH:3]=1. (6) Given the reactants [Cl:1][C:2]1[CH:3]=[C:4]2[CH:10]=[CH:9][N:8]([C:11]3[N:15]([CH3:16])[N:14]=[C:13]([CH3:17])[C:12]=3/[CH:18]=[CH:19]/[C:20](O)=[O:21])[C:5]2=[N:6][CH:7]=1.CC1C=CC=C([N+]([O-])=O)C=1C(OC(=O)C1C([N+]([O-])=O)=CC=CC=1C)=O.[CH:48]1([CH2:51][NH:52][S:53]([NH2:56])(=[O:55])=[O:54])[CH2:50][CH2:49]1.C(N(CC)CC)C, predict the reaction product. The product is: [Cl:1][C:2]1[CH:3]=[C:4]2[CH:10]=[CH:9][N:8]([C:11]3[N:15]([CH3:16])[N:14]=[C:13]([CH3:17])[C:12]=3/[CH:18]=[CH:19]/[C:20]([NH:56][S:53]([NH:52][CH2:51][CH:48]3[CH2:50][CH2:49]3)(=[O:55])=[O:54])=[O:21])[C:5]2=[N:6][CH:7]=1. (7) Given the reactants [S:1]1[CH:5]=[CH:4][CH:3]=[C:2]1B(O)O.Br[C:10]1[CH:15]=[CH:14][C:13]([NH:16][C:17](=[O:23])[O:18][C:19]([CH3:22])([CH3:21])[CH3:20])=[C:12]([N+:24]([O-:26])=[O:25])[CH:11]=1.C1(C)C=CC=CC=1P(C1C=CC=CC=1C)C1C=CC=CC=1C.C(=O)([O-])[O-].[K+].[K+], predict the reaction product. The product is: [N+:24]([C:12]1[CH:11]=[C:10]([C:2]2[S:1][CH:5]=[CH:4][CH:3]=2)[CH:15]=[CH:14][C:13]=1[NH:16][C:17](=[O:23])[O:18][C:19]([CH3:21])([CH3:20])[CH3:22])([O-:26])=[O:25]. (8) Given the reactants [CH3:1][C:2]1[CH:7]=[CH:6][C:5]([CH2:8][N:9]([CH:21]2[CH2:26][CH2:25][N:24]([C:27](OC(C)(C)C)=O)[CH2:23][CH2:22]2)[C:10](=[O:20])[CH2:11][C:12]2[CH:17]=[CH:16][C:15]([O:18][CH3:19])=[CH:14][CH:13]=2)=[CH:4][CH:3]=1.[OH:34][C:35]1[CH:42]=[CH:41][C:38](C=O)=[CH:37][CH:36]=1.[BH4-].C(OC(=O)C)(=O)C, predict the reaction product. The product is: [OH:34][C:35]1[CH:42]=[CH:41][C:38]([CH2:27][N:24]2[CH2:23][CH2:22][CH:21]([N:9]([CH2:8][C:5]3[CH:6]=[CH:7][C:2]([CH3:1])=[CH:3][CH:4]=3)[C:10](=[O:20])[CH2:11][C:12]3[CH:13]=[CH:14][C:15]([O:18][CH3:19])=[CH:16][CH:17]=3)[CH2:26][CH2:25]2)=[CH:37][CH:36]=1. (9) Given the reactants [Cl:1][C:2]1[CH:3]=[C:4]([NH:8][C:9]2[N:14]=[C:13]([C:15]3[CH:20]=[CH:19][N:18]=[C:17]([C:21](=O)[CH3:22])[CH:16]=3)[CH:12]=[CH:11][N:10]=2)[CH:5]=[CH:6][CH:7]=1.Cl.[CH3:25][O:26][NH2:27].C([O-])(=O)C.[Na+], predict the reaction product. The product is: [Cl:1][C:2]1[CH:3]=[C:4]([NH:8][C:9]2[N:14]=[C:13]([C:15]3[CH:20]=[CH:19][N:18]=[C:17]([C:21](=[N:27][O:26][CH3:25])[CH3:22])[CH:16]=3)[CH:12]=[CH:11][N:10]=2)[CH:5]=[CH:6][CH:7]=1. (10) Given the reactants [Si]([O:8][CH2:9][CH2:10][C:11]1([NH:14][C:15](=[O:21])[O:16][C:17]([CH3:20])([CH3:19])[CH3:18])[CH2:13][CH2:12]1)(C(C)(C)C)(C)C, predict the reaction product. The product is: [OH:8][CH2:9][CH2:10][C:11]1([NH:14][C:15](=[O:21])[O:16][C:17]([CH3:19])([CH3:18])[CH3:20])[CH2:12][CH2:13]1.